Predict the reactants needed to synthesize the given product. From a dataset of Full USPTO retrosynthesis dataset with 1.9M reactions from patents (1976-2016). (1) Given the product [O:18]=[C:16]1[NH:15][C:14](=[O:19])[CH:13]([CH2:12][C:11]2[CH:20]=[CH:21][C:8]([N:5]3[CH2:6][CH2:7][CH:2]([NH:22][CH2:23][C@@H:24]([C:26]4[CH:27]=[CH:28][C:29]([OH:39])=[C:30]([NH:32][S:33]([CH:36]([CH3:37])[CH3:38])(=[O:35])=[O:34])[CH:31]=4)[OH:25])[CH2:3][CH2:4]3)=[CH:9][CH:10]=2)[S:17]1, predict the reactants needed to synthesize it. The reactants are: O=[C:2]1[CH2:7][CH2:6][N:5]([C:8]2[CH:21]=[CH:20][C:11]([CH2:12][CH:13]3[S:17][C:16](=[O:18])[NH:15][C:14]3=[O:19])=[CH:10][CH:9]=2)[CH2:4][CH2:3]1.[NH2:22][CH2:23][C@@H:24]([C:26]1[CH:27]=[CH:28][C:29]([OH:39])=[C:30]([NH:32][S:33]([CH:36]([CH3:38])[CH3:37])(=[O:35])=[O:34])[CH:31]=1)[OH:25]. (2) Given the product [NH2:36][C:35]1[C:30]([C:28](/[N:27]=[C:25]2/[NH:26][C:22]3([CH2:39][CH2:40][N:19]([C:17]([C:13]4[CH:12]=[C:11]([NH:10][C:8](=[O:9])[NH:7][CH2:6][CH2:5][C:4]([OH:41])=[O:3])[CH:16]=[CH:15][CH:14]=4)=[O:18])[CH2:20][CH2:21]3)[CH2:23][NH:24]/2)=[O:29])=[N:31][C:32]([Cl:38])=[C:33]([NH2:37])[N:34]=1, predict the reactants needed to synthesize it. The reactants are: C([O:3][C:4](=[O:41])[CH2:5][CH2:6][NH:7][C:8]([NH:10][C:11]1[CH:16]=[CH:15][CH:14]=[C:13]([C:17]([N:19]2[CH2:40][CH2:39][C:22]3([NH:26]/[C:25](=[N:27]/[C:28]([C:30]4[C:35]([NH2:36])=[N:34][C:33]([NH2:37])=[C:32]([Cl:38])[N:31]=4)=[O:29])/[NH:24][CH2:23]3)[CH2:21][CH2:20]2)=[O:18])[CH:12]=1)=[O:9])C.[Li+].[OH-]. (3) Given the product [NH:32]([C:24](=[O:26])[C:23]([NH:22][C:19]1[CH:18]=[CH:17][C:16]([CH:13]2[CH2:12][CH2:11][C:8]3([CH2:7][CH2:6][CH:5]([CH2:4][C:3]([O:2][CH3:1])=[O:30])[CH2:10][CH2:9]3)[CH2:15][CH2:14]2)=[N:21][CH:20]=1)=[O:29])[NH2:33], predict the reactants needed to synthesize it. The reactants are: [CH3:1][O:2][C:3](=[O:30])[CH2:4][CH:5]1[CH2:10][CH2:9][C:8]2([CH2:15][CH2:14][CH:13]([C:16]3[N:21]=[CH:20][C:19]([NH:22][C:23](=[O:29])[C:24]([O:26]CC)=O)=[CH:18][CH:17]=3)[CH2:12][CH2:11]2)[CH2:7][CH2:6]1.O.[NH2:32][NH2:33]. (4) Given the product [CH2:14]([C:4]([OH:6])([CH:3]([OH:2])[CH2:9][CH3:10])[CH2:20][CH3:21])[CH3:15], predict the reactants needed to synthesize it. The reactants are: [CH3:3][O:2][C:3](=[O:6])[C:4]([O:6][CH3:4])=[O:2].[CH2:9]([Mg]Br)[CH3:10].O1CC[CH2:15][CH2:14]1.Cl.O1CC[CH2:21][CH2:20]1. (5) Given the product [CH3:20][N:21]([CH2:33][C:34]1[CH:39]=[CH:38][CH:37]=[CH:36][N:35]=1)[C:22]([C:24]1[S:25][C:26]([C:29]([NH:31][N:32]=[C:15]([C:12]2[C:13]([OH:14])=[C:9]([C:6]3[CH:7]=[CH:8][C:3]([C:2]([F:19])([F:18])[F:1])=[CH:4][CH:5]=3)[S:10][CH:11]=2)[CH3:17])=[O:30])=[CH:27][CH:28]=1)=[O:23], predict the reactants needed to synthesize it. The reactants are: [F:1][C:2]([F:19])([F:18])[C:3]1[CH:8]=[CH:7][C:6]([C:9]2[S:10][CH:11]=[C:12]([C:15]([CH3:17])=O)[C:13]=2[OH:14])=[CH:5][CH:4]=1.[CH3:20][N:21]([CH2:33][C:34]1[CH:39]=[CH:38][CH:37]=[CH:36][N:35]=1)[C:22]([C:24]1[S:25][C:26]([C:29]([NH:31][NH2:32])=[O:30])=[CH:27][CH:28]=1)=[O:23].